Dataset: Forward reaction prediction with 1.9M reactions from USPTO patents (1976-2016). Task: Predict the product of the given reaction. (1) Given the reactants [Br:1][C:2]1[CH:3]=[C:4]([C:8]([NH:10][CH:11]2[CH2:16][CH2:15][N:14]([C:17]3[N:22]=[C:21]([Cl:23])[N:20]=[C:19]([C:24]([OH:26])=O)[CH:18]=3)[CH2:13][CH2:12]2)=[O:9])[NH:5][C:6]=1[CH3:7].[NH3:27], predict the reaction product. The product is: [Br:1][C:2]1[CH:3]=[C:4]([C:8]([NH:10][CH:11]2[CH2:12][CH2:13][N:14]([C:17]3[N:22]=[C:21]([Cl:23])[N:20]=[C:19]([C:24]([NH2:27])=[O:26])[CH:18]=3)[CH2:15][CH2:16]2)=[O:9])[NH:5][C:6]=1[CH3:7]. (2) Given the reactants Br[C:2]1[N:3]=[CH:4][C:5]([NH:16][CH2:17][CH:18]2[CH2:23][CH2:22][O:21][CH2:20][CH2:19]2)=[N:6][C:7]=1[C:8]1[C:13]([Cl:14])=[CH:12][N:11]=[C:10]([F:15])[CH:9]=1.[CH3:24][B-](F)(F)F.[K+].P([O-])([O-])([O-])=O.[K+].[K+].[K+], predict the reaction product. The product is: [Cl:14][C:13]1[C:8]([C:7]2[N:6]=[C:5]([NH:16][CH2:17][CH:18]3[CH2:23][CH2:22][O:21][CH2:20][CH2:19]3)[CH:4]=[N:3][C:2]=2[CH3:24])=[CH:9][C:10]([F:15])=[N:11][CH:12]=1. (3) The product is: [Br:1][C:2]1[C:3]([O:11][CH3:12])=[CH:4][C:5]([Cl:10])=[C:6]([CH:7]=1)[CH:8]=[O:9]. Given the reactants [Br:1][C:2]1[C:3]([O:11][CH3:12])=[CH:4][C:5]([Cl:10])=[C:6]([CH2:8][OH:9])[CH:7]=1, predict the reaction product. (4) Given the reactants [N:1]([CH2:4][CH3:5])=[C:2]=[O:3].[Br:6][C:7]1[CH:12]=[CH:11][C:10]([C:13]2[CH:14]=[N:15][C:16]3[N:17]([C:19]([CH2:22][C:23]4[CH:24]=[C:25]([CH:27]=[CH:28][CH:29]=4)[NH2:26])=[CH:20][N:21]=3)[N:18]=2)=[CH:9][C:8]=1[F:30].C(N(CC)CC)C, predict the reaction product. The product is: [Br:6][C:7]1[CH:12]=[CH:11][C:10]([C:13]2[CH:14]=[N:15][C:16]3[N:17]([C:19]([CH2:22][C:23]4[CH:24]=[C:25]([NH:26][C:2]([NH:1][CH2:4][CH3:5])=[O:3])[CH:27]=[CH:28][CH:29]=4)=[CH:20][N:21]=3)[N:18]=2)=[CH:9][C:8]=1[F:30]. (5) Given the reactants [CH3:1][C:2]1([CH3:14])[C:6]([CH3:8])([CH3:7])[O:5][B:4]([C:9]2[CH:10]=[N:11][NH:12][CH:13]=2)[O:3]1.[I-].[Na+].C(=O)([O-])[O-].[K+].[K+].O.[C:24](#[N:26])[CH3:25], predict the reaction product. The product is: [CH3:1][C:2]1([CH3:14])[C:6]([CH3:7])([CH3:8])[O:5][B:4]([C:9]2[CH:13]=[N:12][N:11]([CH2:25][C:24]#[N:26])[CH:10]=2)[O:3]1. (6) Given the reactants Br[C:2]1[CH:3]=[C:4]2[C:8](=[CH:9][CH:10]=1)[NH:7][CH:6]=[C:5]2[C:11]#[N:12].[CH2:13]([O:15][C:16](=[O:36])[CH:17]=[C:18](C1C=CC=C2C=1C(C#N)=CN2)[C:19]1[CH:24]=[CH:23][CH:22]=[CH:21][CH:20]=1)[CH3:14], predict the reaction product. The product is: [CH2:13]([O:15][C:16](=[O:36])[CH:17]=[C:18]([C:2]1[CH:3]=[C:4]2[C:8](=[CH:9][CH:10]=1)[NH:7][CH:6]=[C:5]2[C:11]#[N:12])[C:19]1[CH:24]=[CH:23][CH:22]=[CH:21][CH:20]=1)[CH3:14]. (7) Given the reactants [Cl:1][C:2]1[CH:7]=[CH:6][CH:5]=[CH:4][C:3]=1[CH2:8][NH:9][C:10]([C:12]1[CH:16]=[CH:15][NH:14][N:13]=1)=[O:11].[Cl:17][C:18]1[CH:19]=[C:20]([CH:24]=[CH:25][CH:26]=1)[C:21](Cl)=[O:22], predict the reaction product. The product is: [Cl:1][C:2]1[CH:7]=[CH:6][CH:5]=[CH:4][C:3]=1[CH2:8][NH:9][C:10]([C:12]1[CH:16]=[CH:15][N:14]([C:21](=[O:22])[C:20]2[CH:24]=[CH:25][CH:26]=[C:18]([Cl:17])[CH:19]=2)[N:13]=1)=[O:11].